Dataset: Catalyst prediction with 721,799 reactions and 888 catalyst types from USPTO. Task: Predict which catalyst facilitates the given reaction. (1) Reactant: [F:1][C:2]1[CH:7]=[C:6]([F:8])[CH:5]=[CH:4][C:3]=1[CH:9]([N:14]1[C:22](=[O:23])[C:21]2[C:16](=[CH:17][CH:18]=[CH:19][CH:20]=2)[C:15]1=[O:24])[CH2:10]C(O)=O.C([N:27]([CH2:30]C)CC)C.C1(C)C=CC=CC=1.C1(P(N=[N+]=[N-])(C2C=CC=CC=2)=[O:46])C=CC=CC=1.[C:56]([OH:60])([CH3:59])([CH3:58])[CH3:57]. Product: [C:56]([O:60][C:30](=[O:46])[NH:27][CH2:10][CH:9]([C:3]1[CH:4]=[CH:5][C:6]([F:8])=[CH:7][C:2]=1[F:1])[N:14]1[C:15](=[O:24])[C:16]2[C:21](=[CH:20][CH:19]=[CH:18][CH:17]=2)[C:22]1=[O:23])([CH3:59])([CH3:58])[CH3:57]. The catalyst class is: 6. (2) Reactant: Br[C:2]1[CH:7]=[CH:6][C:5]([F:8])=[CH:4][CH:3]=1.C([Li])CCC.[O:14]=[C:15]1[CH2:20][CH2:19][C:18]([C:23]2[CH:28]=[CH:27][CH:26]=[CH:25][CH:24]=2)([C:21]#[N:22])[CH2:17][CH2:16]1.Cl. Product: [F:8][C:5]1[CH:6]=[CH:7][C:2]([C:15]2([OH:14])[CH2:20][CH2:19][C:18]([C:23]3[CH:24]=[CH:25][CH:26]=[CH:27][CH:28]=3)([C:21]#[N:22])[CH2:17][CH2:16]2)=[CH:3][CH:4]=1. The catalyst class is: 1. (3) Reactant: [K].[CH3:2][C:3]1([C:10]2[CH:15]=[CH:14][CH:13]=[CH:12][CH:11]=2)[NH:7][C:6](=[O:8])[NH:5][C:4]1=[O:9].[CH:16]1[C:25]2[C:20](=[CH:21][CH:22]=[CH:23][CH:24]=2)[CH:19]=[CH:18][C:17]=1[S:26](Cl)(=[O:28])=[O:27]. Product: [CH3:2][C:3]1([C:10]2[CH:11]=[CH:12][CH:13]=[CH:14][CH:15]=2)[N:7]([S:26]([C:17]2[CH:18]=[CH:19][C:20]3[C:25](=[CH:24][CH:23]=[CH:22][CH:21]=3)[CH:16]=2)(=[O:28])=[O:27])[C:6](=[O:8])[N:5]([S:26]([C:17]2[CH:18]=[CH:19][C:20]3[C:25](=[CH:24][CH:23]=[CH:22][CH:21]=3)[CH:16]=2)(=[O:28])=[O:27])[C:4]1=[O:9]. The catalyst class is: 7. (4) Product: [C:32]([O:31][C:29]([N:11]1[CH2:12][CH2:13][CH:8]([C:6]2[C:5]([C:15]([O:17][CH2:18][CH3:19])=[O:16])=[CH:4][N:3]=[C:2]([CH3:1])[N:7]=2)[CH2:9][CH:10]1[CH3:14])=[O:30])([CH3:35])([CH3:34])[CH3:33]. The catalyst class is: 127. Reactant: [CH3:1][C:2]1[N:7]=[C:6]([CH:8]2[CH2:13][CH2:12][NH:11][CH:10]([CH3:14])[CH2:9]2)[C:5]([C:15]([O:17][CH2:18][CH3:19])=[O:16])=[CH:4][N:3]=1.CCN(C(C)C)C(C)C.[C:29](O[C:29]([O:31][C:32]([CH3:35])([CH3:34])[CH3:33])=[O:30])([O:31][C:32]([CH3:35])([CH3:34])[CH3:33])=[O:30].[NH4+].[Cl-]. (5) Reactant: Br[C:2]1[CH:3]=[C:4]2[O:11][CH2:10][CH2:9][O:8][C:5]2=[N:6][CH:7]=1.[CH2:12]([O:14]C([Sn](CCCC)(CCCC)CCCC)=C)[CH3:13].Cl. Product: [O:11]1[C:4]2[C:5](=[N:6][CH:7]=[C:2]([C:12](=[O:14])[CH3:13])[CH:3]=2)[O:8][CH2:9][CH2:10]1. The catalyst class is: 109.